This data is from Peptide-MHC class I binding affinity with 185,985 pairs from IEDB/IMGT. The task is: Regression. Given a peptide amino acid sequence and an MHC pseudo amino acid sequence, predict their binding affinity value. This is MHC class I binding data. (1) The MHC is H-2-Db with pseudo-sequence H-2-Db. The binding affinity (normalized) is 0.0372. The peptide sequence is HAVGAQDVV. (2) The MHC is HLA-A02:01 with pseudo-sequence HLA-A02:01. The peptide sequence is RTAGMIIML. The binding affinity (normalized) is 0.346. (3) The peptide sequence is NLCKYLRGHT. The MHC is HLA-A02:03 with pseudo-sequence HLA-A02:03. The binding affinity (normalized) is 0.169. (4) The peptide sequence is IGHRYIEVF. The MHC is Mamu-B52 with pseudo-sequence Mamu-B52. The binding affinity (normalized) is 0.887. (5) The peptide sequence is KSWLVHWSL. The MHC is HLA-A03:01 with pseudo-sequence HLA-A03:01. The binding affinity (normalized) is 0.0847. (6) The peptide sequence is FEDLRVLSF. The MHC is Mamu-A11 with pseudo-sequence Mamu-A11. The binding affinity (normalized) is 0.433.